This data is from Full USPTO retrosynthesis dataset with 1.9M reactions from patents (1976-2016). The task is: Predict the reactants needed to synthesize the given product. (1) The reactants are: [CH2:1]([N:8]([CH3:16])[C:9]1[CH:10]=[C:11]([OH:15])[CH:12]=[CH:13][CH:14]=1)[C:2]1[CH:7]=[CH:6][CH:5]=[CH:4][CH:3]=1.CN([CH:20]=[O:21])C.C([O-])([O-])=O.[Na+].[Na+]. Given the product [CH2:1]([N:8]([CH3:16])[C:9]1[CH:14]=[CH:13][C:12]([CH:20]=[O:21])=[C:11]([OH:15])[CH:10]=1)[C:2]1[CH:3]=[CH:4][CH:5]=[CH:6][CH:7]=1, predict the reactants needed to synthesize it. (2) Given the product [CH3:36][Bi:37]([CH3:38])[C:2]([CH3:4])([CH3:3])[C:1]([O:6][CH3:7])=[O:5], predict the reactants needed to synthesize it. The reactants are: [C:1]([O:6][CH3:7])(=[O:5])[CH:2]([CH3:4])[CH3:3].C([N-]C(C)C)(C)C.[Li+].CCCCCCC.C1COCC1.C(C1C=CC=CC=1)C.[CH3:36][Bi:37](Br)[CH3:38]. (3) Given the product [CH3:10][C@@H:9]1[CH2:8][NH:7][C@@H:6]2[C@@H:2]([OH:1])[CH2:3][O:4][C@H:5]12, predict the reactants needed to synthesize it. The reactants are: [OH:1][C@@H:2]1[C@H:6]2[N:7](C(OCC3C4C=CC=CC=4C4C3=CC=CC=4)=O)[CH2:8][C@@H:9]([CH3:10])[C@H:5]2[O:4][CH2:3]1.O[C@@H]1[C@H]2N(C(OCC3C=CC=CC=3)=O)C[C@@H](C)[C@H]2OC1.[H][H].